Dataset: Catalyst prediction with 721,799 reactions and 888 catalyst types from USPTO. Task: Predict which catalyst facilitates the given reaction. (1) Reactant: [N+:1]([C:4]1[CH:5]=[CH:6][CH:7]=[C:8]2[C:12]=1[NH:11][C:10](=[O:13])[CH2:9]2)([O-])=O.[H][H]. Product: [NH2:1][C:4]1[CH:5]=[CH:6][CH:7]=[C:8]2[C:12]=1[NH:11][C:10](=[O:13])[CH2:9]2. The catalyst class is: 19. (2) Product: [CH2:1]([O:3][C:4](=[O:19])[CH:5]([O:16][CH2:17][CH3:18])[CH2:6][C:7]1[CH:15]=[CH:14][CH:13]=[C:12]2[C:8]=1[CH:9]=[CH:10][N:11]2[CH2:21][C:22]1[N:23]=[C:24]([C:28]2[CH:33]=[CH:32][CH:31]=[CH:30][CH:29]=2)[O:25][C:26]=1[CH3:27])[CH3:2]. The catalyst class is: 9. Reactant: [CH2:1]([O:3][C:4](=[O:19])[CH:5]([O:16][CH2:17][CH3:18])[CH2:6][C:7]1[CH:15]=[CH:14][CH:13]=[C:12]2[C:8]=1[CH:9]=[CH:10][NH:11]2)[CH3:2].Cl[CH2:21][C:22]1[N:23]=[C:24]([C:28]2[CH:33]=[CH:32][CH:31]=[CH:30][CH:29]=2)[O:25][C:26]=1[CH3:27].[H-].[Na+].